From a dataset of Reaction yield outcomes from USPTO patents with 853,638 reactions. Predict the reaction yield, written as a fraction of the theoretical maximum amount of product (1.0 means a 100% yield; for example, 0.34 means a 34% yield). (1) The reactants are [Cl:1][CH2:2][CH2:3][N:4]1[CH2:8][CH2:7][CH2:6][CH2:5]1.[OH-].[Na+].[CH:11]1([O:14][C:15]2[CH:20]=[CH:19][C:18]([C:21]3[S:39][C:24]4[C:25](=[O:38])[N:26]([C:29]5[CH:34]=[CH:33][C:32]([OH:35])=[C:31]([O:36][CH3:37])[CH:30]=5)[CH2:27][CH2:28][C:23]=4[CH:22]=3)=[CH:17][CH:16]=2)[CH2:13][CH2:12]1.C1(O)C=CC=CC=1.[Cl-]. The catalyst is CN(C=O)C.C(Cl)Cl. The product is [ClH:1].[CH:11]1([O:14][C:15]2[CH:16]=[CH:17][C:18]([C:21]3[S:39][C:24]4[C:25](=[O:38])[N:26]([C:29]5[CH:34]=[CH:33][C:32]([O:35][CH2:2][CH2:3][N:4]6[CH2:8][CH2:7][CH2:6][CH2:5]6)=[C:31]([O:36][CH3:37])[CH:30]=5)[CH2:27][CH2:28][C:23]=4[CH:22]=3)=[CH:19][CH:20]=2)[CH2:12][CH2:13]1. The yield is 0.360. (2) The product is [CH3:47][O:46][CH2:45][C:44]1[N:43]=[C:42]([NH:48][C:49](=[O:54])[C:50]([CH3:52])([CH3:51])[CH3:53])[CH:41]=[CH:40][C:39]=1[C:9]1[CH:10]=[C:11]2[C:16](=[C:17]([O:19][CH2:20][O:21][CH2:22][CH2:23][Si:24]([CH3:27])([CH3:25])[CH3:26])[CH:18]=1)[N:15]=[CH:14][N:13]([CH2:28][O:29][CH2:30][CH2:31][Si:32]([CH3:33])([CH3:34])[CH3:35])[C:12]2=[O:36]. The reactants are CC1(C)C(C)(C)OB([C:9]2[CH:10]=[C:11]3[C:16](=[C:17]([O:19][CH2:20][O:21][CH2:22][CH2:23][Si:24]([CH3:27])([CH3:26])[CH3:25])[CH:18]=2)[N:15]=[CH:14][N:13]([CH2:28][O:29][CH2:30][CH2:31][Si:32]([CH3:35])([CH3:34])[CH3:33])[C:12]3=[O:36])O1.Br[C:39]1[CH:40]=[CH:41][C:42]([NH:48][C:49](=[O:54])[C:50]([CH3:53])([CH3:52])[CH3:51])=[N:43][C:44]=1[CH2:45][O:46][CH3:47].C(=O)([O-])[O-].[K+].[K+]. The yield is 0.500. The catalyst is CN(C)C=O.O.C1(P([C-]2C=CC=C2)C2C=CC=CC=2)C=CC=CC=1.[C-]1(P(C2C=CC=CC=2)C2C=CC=CC=2)C=CC=C1.[Fe+2].[Pd](Cl)Cl. (3) The reactants are [CH2:1]([CH:3]1[CH2:7][CH:6]([CH2:8][OH:9])[CH2:5][CH:4]1[C:10]([O:12][C:13]([CH3:16])([CH3:15])[CH3:14])=[O:11])[CH3:2].[CH3:17][S:18](Cl)(=[O:20])=[O:19]. The catalyst is C(Cl)Cl. The product is [CH2:1]([CH:3]1[CH2:7][CH:6]([CH2:8][O:9][S:18]([CH3:17])(=[O:20])=[O:19])[CH2:5][CH:4]1[C:10]([O:12][C:13]([CH3:15])([CH3:14])[CH3:16])=[O:11])[CH3:2]. The yield is 1.00. (4) The reactants are Cl[C:2]1[CH:7]=[CH:6][NH:5][C:4](=[O:8])[C:3]=1[C:9]1[NH:23][C:12]2=[CH:13][C:14]3[C:15](=[O:22])[N:16]([CH3:21])[C:17](=[O:20])[C:18]=3[CH:19]=[C:11]2[N:10]=1.[F:24][C:25]1[C:30]([F:31])=[CH:29][C:28]([F:32])=[C:27]([F:33])[C:26]=1[CH2:34][CH:35]([NH2:37])[CH3:36].C(N(CC)C(C)C)(C)C. The catalyst is C(O)CCC. The product is [F:24][C:25]1[C:30]([F:31])=[CH:29][C:28]([F:32])=[C:27]([F:33])[C:26]=1[CH2:34][CH:35]([NH:37][C:2]1[CH:7]=[CH:6][NH:5][C:4](=[O:8])[C:3]=1[C:9]1[NH:23][C:12]2=[CH:13][C:14]3[C:15](=[O:22])[N:16]([CH3:21])[C:17](=[O:20])[C:18]=3[CH:19]=[C:11]2[N:10]=1)[CH3:36]. The yield is 0.759. (5) The reactants are Br[C:2]1[C:3]([O:17][C:18]2[CH:23]=[CH:22][C:21]([Cl:24])=[CH:20][C:19]=2[C:25]#[N:26])=[C:4]2[C:9](=[CH:10][CH:11]=1)[N:8]([C:12]([O:14][CH3:15])=[O:13])[C@@H:7]([CH3:16])[CH2:6][CH2:5]2.CC1(C)C(C)(C)OB([C:35]2[CH:36]=[N:37][N:38]([CH:40]3[CH2:45][CH2:44][N:43]([C:46]([O:48][C:49]([CH3:52])([CH3:51])[CH3:50])=[O:47])[CH2:42][CH2:41]3)[CH:39]=2)O1.C(=O)([O-])[O-].[Cs+].[Cs+]. The catalyst is CC(C1C=C(C(C)C)C(C2C=CC=C(P(C3CCCCC3)C3CCCCC3)C=2)=C(C(C)C)C=1)C.C1C=[C-]C(C2C(N)=CC=CC=2)=CC=1.Cl[Pd+].O1CCOCC1.O. The product is [C:49]([O:48][C:46]([N:43]1[CH2:42][CH2:41][CH:40]([N:38]2[CH:39]=[C:35]([C:2]3[C:3]([O:17][C:18]4[CH:23]=[CH:22][C:21]([Cl:24])=[CH:20][C:19]=4[C:25]#[N:26])=[C:4]4[C:9](=[CH:10][CH:11]=3)[N:8]([C:12]([O:14][CH3:15])=[O:13])[C@@H:7]([CH3:16])[CH2:6][CH2:5]4)[CH:36]=[N:37]2)[CH2:45][CH2:44]1)=[O:47])([CH3:52])([CH3:50])[CH3:51]. The yield is 0.600. (6) The reactants are [H-].C([Al+]CC(C)C)C(C)C.C(O[C:14](=O)[CH:15]([CH:21]1[CH2:25][CH2:24][CH2:23][CH2:22]1)[C:16]([O:18][CH2:19][CH3:20])=[O:17])C.[F:27][C:28]1[CH:35]=[CH:34][C:31]([CH2:32][NH2:33])=[CH:30][CH:29]=1.C([BH3-])#N.[Na+]. The catalyst is C1(C)C=CC=CC=1.ClCCl.C(O)C.C(O)(=O)C. The product is [CH2:19]([O:18][C:16](=[O:17])[CH:15]([CH:21]1[CH2:22][CH2:23][CH2:24][CH2:25]1)[CH2:14][NH:33][CH2:32][C:31]1[CH:34]=[CH:35][C:28]([F:27])=[CH:29][CH:30]=1)[CH3:20]. The yield is 0.500.